Task: Predict the reaction yield, written as a fraction of the theoretical maximum amount of product (1.0 means a 100% yield; for example, 0.34 means a 34% yield).. Dataset: Reaction yield outcomes from USPTO patents with 853,638 reactions The reactants are Cl[C:2]1[C:11]2[C:6](=[CH:7][C:8]([O:14][CH2:15][CH2:16][CH2:17][N:18]3[CH2:22][CH2:21][CH2:20][CH2:19]3)=[C:9]([O:12][CH3:13])[CH:10]=2)[N:5]=[CH:4][N:3]=1.[OH:23][C:24]1[CH:25]=[C:26]2[C:30](=[CH:31][CH:32]=1)[NH:29][CH:28]=[CH:27]2. No catalyst specified. The product is [NH:29]1[C:30]2[C:26](=[CH:25][C:24]([O:23][C:2]3[C:11]4[C:6](=[CH:7][C:8]([O:14][CH2:15][CH2:16][CH2:17][N:18]5[CH2:22][CH2:21][CH2:20][CH2:19]5)=[C:9]([O:12][CH3:13])[CH:10]=4)[N:5]=[CH:4][N:3]=3)=[CH:32][CH:31]=2)[CH:27]=[CH:28]1. The yield is 0.500.